Dataset: Catalyst prediction with 721,799 reactions and 888 catalyst types from USPTO. Task: Predict which catalyst facilitates the given reaction. (1) Reactant: [CH:1]([N:14]1[CH2:17][CH:16]([C:18]([OH:20])=O)[CH2:15]1)([C:8]1[CH:13]=[CH:12][CH:11]=[CH:10][CH:9]=1)[C:2]1[CH:7]=[CH:6][CH:5]=[CH:4][CH:3]=1.[CH3:21][NH:22][CH3:23].ON1C2C=CC=CC=2N=N1.Cl.C(N=C=NCCCN(C)C)C.C(=O)([O-])O.[Na+]. Product: [CH:1]([N:14]1[CH2:17][CH:16]([C:18]([N:22]([CH3:23])[CH3:21])=[O:20])[CH2:15]1)([C:8]1[CH:13]=[CH:12][CH:11]=[CH:10][CH:9]=1)[C:2]1[CH:7]=[CH:6][CH:5]=[CH:4][CH:3]=1. The catalyst class is: 236. (2) Reactant: OS(O)(=O)=O.Cl.[NH2:7][CH2:8][CH2:9][C:10]1[CH:17]=[CH:16][C:14]([OH:15])=[C:12]([OH:13])[CH:11]=1.[N:18]([O-:20])=[O:19].[Na+]. Product: [N+:18]([C:17]1[C:10]([CH2:9][CH2:8][NH2:7])=[CH:11][C:12]([OH:13])=[C:14]([OH:15])[CH:16]=1)([O-:20])=[O:19]. The catalyst class is: 6. (3) Reactant: [OH:1][C:2]1[CH:7]=[CH:6][C:5]([CH3:8])=[CH:4][C:3]=1[C:9](=[O:11])[CH3:10].[CH3:12][N:13]([CH3:22])[C:14]1[CH:21]=[CH:20][C:17]([CH:18]=O)=[CH:16][CH:15]=1.Cl.[OH:24]O. Product: [CH3:22][N:13]([CH3:12])[C:14]1[CH:21]=[CH:20][C:17]([C:18]2[O:1][C:2]3[C:3]([C:9](=[O:11])[C:10]=2[OH:24])=[CH:4][C:5]([CH3:8])=[CH:6][CH:7]=3)=[CH:16][CH:15]=1. The catalyst class is: 494. (4) Reactant: [Br:1][C:2]1[N:7]=[C:6]([C@:8]2([CH2:27][F:28])[CH2:13][C@@H:12]([C:14]([F:17])([F:16])[F:15])[O:11][C:10]([NH:18]C(=O)C3C=CC=CC=3)=[N:9]2)[C:5]([F:29])=[CH:4][CH:3]=1.N12CCCN=C1CCCCC2.C([O-])(O)=O.[Na+]. Product: [Br:1][C:2]1[N:7]=[C:6]([C@:8]2([CH2:27][F:28])[CH2:13][C@@H:12]([C:14]([F:15])([F:16])[F:17])[O:11][C:10]([NH2:18])=[N:9]2)[C:5]([F:29])=[CH:4][CH:3]=1. The catalyst class is: 5. (5) Reactant: [Cl:1][C:2]1[CH:7]=[CH:6][C:5]([N:8]2[C:13](=[O:14])[C:12]3[CH:15]=[N:16][N:17]([C:18]4[CH:23]=[CH:22][CH:21]=[C:20]([S:24]([CH3:27])(=[O:26])=[O:25])[CH:19]=4)[C:11]=3[N:10]=[C:9]2[C:28]2[CH:33]=[CH:32][C:31](B3OC(C)(C)C(C)(C)O3)=[CH:30][CH:29]=2)=[CH:4][CH:3]=1.[NH2:43][C:44]1[CH:45]=[CH:46][C:47](Br)=[N:48][CH:49]=1.C(=O)([O-])[O-].[Cs+].[Cs+]. Product: [NH2:43][C:44]1[CH:45]=[CH:46][C:47]([C:31]2[CH:32]=[CH:33][C:28]([C:9]3[N:8]([C:5]4[CH:4]=[CH:3][C:2]([Cl:1])=[CH:7][CH:6]=4)[C:13](=[O:14])[C:12]4[CH:15]=[N:16][N:17]([C:18]5[CH:23]=[CH:22][CH:21]=[C:20]([S:24]([CH3:27])(=[O:26])=[O:25])[CH:19]=5)[C:11]=4[N:10]=3)=[CH:29][CH:30]=2)=[N:48][CH:49]=1. The catalyst class is: 423. (6) Reactant: [H-].[Al+3].[Li+].[H-].[H-].[H-].[CH:7]([CH:11]1[NH:16][C:15](=O)[CH2:14][NH:13][C:12]1=O)([CH2:9][CH3:10])[CH3:8].[OH-].[Na+]. Product: [CH:7]([CH:11]1[CH2:12][NH:13][CH2:14][CH2:15][NH:16]1)([CH2:9][CH3:10])[CH3:8]. The catalyst class is: 7. (7) Reactant: FC(F)(F)C(O)=O.[F:8][CH2:9][CH2:10][N:11]1[CH2:16][CH2:15][NH:14][CH2:13][C:12]1=[O:17].C(N(CC)C(C)C)(C)C.[F:27][C:28]1[CH:29]=[C:30]([N+:35]([O-:37])=[O:36])[CH:31]=[CH:32][C:33]=1F. Product: [F:27][C:28]1[CH:29]=[C:30]([N+:35]([O-:37])=[O:36])[CH:31]=[CH:32][C:33]=1[N:14]1[CH2:15][CH2:16][N:11]([CH2:10][CH2:9][F:8])[C:12](=[O:17])[CH2:13]1. The catalyst class is: 10.